Dataset: Peptide-MHC class I binding affinity with 185,985 pairs from IEDB/IMGT. Task: Regression. Given a peptide amino acid sequence and an MHC pseudo amino acid sequence, predict their binding affinity value. This is MHC class I binding data. (1) The peptide sequence is DCKTILKAL. The MHC is HLA-A68:01 with pseudo-sequence HLA-A68:01. The binding affinity (normalized) is 0. (2) The MHC is HLA-A26:02 with pseudo-sequence HLA-A26:02. The peptide sequence is AIARGFHFY. The binding affinity (normalized) is 0.568. (3) The peptide sequence is VDINLIPLI. The MHC is HLA-A26:01 with pseudo-sequence HLA-A26:01. The binding affinity (normalized) is 0. (4) The peptide sequence is TPGPGVRYPL. The MHC is HLA-A01:01 with pseudo-sequence HLA-A01:01. The binding affinity (normalized) is 0. (5) The MHC is Mamu-A01 with pseudo-sequence Mamu-A01. The binding affinity (normalized) is 0.853. The peptide sequence is LSVPAAIMM. (6) The peptide sequence is ETNDLVTNV. The MHC is HLA-A02:01 with pseudo-sequence HLA-A02:01. The binding affinity (normalized) is 0.253. (7) The peptide sequence is YREGRDQL. The MHC is Mamu-A07 with pseudo-sequence Mamu-A07. The binding affinity (normalized) is 0. (8) The peptide sequence is ILTDGPERV. The MHC is HLA-A02:01 with pseudo-sequence HLA-A02:01. The binding affinity (normalized) is 0.812.